Task: Predict the reactants needed to synthesize the given product.. Dataset: Full USPTO retrosynthesis dataset with 1.9M reactions from patents (1976-2016) Given the product [F:56][C:57]1[CH:62]=[CH:61][CH:60]=[CH:59][C:58]=1[NH:63][C:64](=[O:65])[NH:32][C:33]1[CH:38]=[CH:37][C:36]([C:39]2[S:43][C:42]([CH:44]3[CH2:49][CH2:48][N:47]([CH2:50][C:51]([O:53][CH2:54][CH3:55])=[O:52])[CH2:46][CH2:45]3)=[N:41][CH:40]=2)=[CH:35][CH:34]=1, predict the reactants needed to synthesize it. The reactants are: FC(F)(F)C1C=C(NC(=O)NC2C=CC(C3SC(CCC(OC)=O)=NC=3)=CC=2)C=CC=1.[NH2:32][C:33]1[CH:38]=[CH:37][C:36]([C:39]2[S:43][C:42]([CH:44]3[CH2:49][CH2:48][N:47]([CH2:50][C:51]([O:53][CH2:54][CH3:55])=[O:52])[CH2:46][CH2:45]3)=[N:41][CH:40]=2)=[CH:35][CH:34]=1.[F:56][C:57]1[CH:62]=[CH:61][CH:60]=[CH:59][C:58]=1[N:63]=[C:64]=[O:65].